This data is from Full USPTO retrosynthesis dataset with 1.9M reactions from patents (1976-2016). The task is: Predict the reactants needed to synthesize the given product. (1) The reactants are: [F:1][C:2]1[C:3]([C:9]2[CH:14]=[C:13]([NH:15][C:16]3[CH:21]=[CH:20][N:19]=[C:18]4[CH:22]=[N:23][N:24](CC5C=CC(OC)=CC=5)[C:17]=34)[C:12]([CH3:34])=[CH:11][N:10]=2)=[N:4][C:5]([CH3:8])=[CH:6][CH:7]=1.FC1C(C2C=C(NC3C4C(=CN(CC5C=CC(OC)=CC=5)N=4)N=CC=3)C(C)=CN=2)=NC(C)=CC=1.C(O)(C(F)(F)F)=O. Given the product [F:1][C:2]1[C:3]([C:9]2[CH:14]=[C:13]([NH:15][C:16]3[CH:21]=[CH:20][N:19]=[C:18]4[CH:22]=[N:23][NH:24][C:17]=34)[C:12]([CH3:34])=[CH:11][N:10]=2)=[N:4][C:5]([CH3:8])=[CH:6][CH:7]=1, predict the reactants needed to synthesize it. (2) Given the product [C:22]([O:26][C:27](=[O:28])[NH:29][C@H:30]([C:31](=[O:32])[NH:21][C:16]1[CH:17]=[CH:18][CH:19]=[CH:20][C:15]=1[NH:14][CH:10]1[CH2:11][CH2:12][CH2:13][O:8][CH2:9]1)[CH3:34])([CH3:23])([CH3:24])[CH3:25], predict the reactants needed to synthesize it. The reactants are: CCN(CC)CC.[O:8]1[CH2:13][CH2:12][CH2:11][CH:10]([NH:14][C:15]2[C:16]([NH2:21])=[CH:17][CH:18]=[CH:19][CH:20]=2)[CH2:9]1.[C:22]([O:26][C:27]([NH:29][C@@H:30]([CH3:34])[C:31](O)=[O:32])=[O:28])([CH3:25])([CH3:24])[CH3:23].C1C=NC2N(O)N=NC=2C=1.Cl.CN(C)CCCN=C=NCC. (3) Given the product [NH2:1][C:2]1[N:7]=[C:6]([N:8]2[C@H:13]([CH3:14])[CH2:12][O:11][C@H:10]([CH2:15][NH:16][S:17]([CH3:20])(=[O:19])=[O:18])[CH2:9]2)[CH:5]=[C:4]([C:21]2[CH:22]=[C:23]3[C:24]([C:27]([NH2:28])=[N:31][NH:32]3)=[CH:25][CH:26]=2)[N:3]=1, predict the reactants needed to synthesize it. The reactants are: [NH2:1][C:2]1[N:7]=[C:6]([N:8]2[C@H:13]([CH3:14])[CH2:12][O:11][C@H:10]([CH2:15][NH:16][S:17]([CH3:20])(=[O:19])=[O:18])[CH2:9]2)[CH:5]=[C:4]([C:21]2[CH:26]=[CH:25][C:24]([C:27]#[N:28])=[C:23](F)[CH:22]=2)[N:3]=1.O.[NH2:31][NH2:32]. (4) Given the product [CH:12]1([C:15]2[CH:16]=[C:17]([NH:29][C:30](=[O:39])[C:31]3[CH:32]=[CH:33][C:34]([CH3:37])=[C:35]([C:2]#[C:1][C:3]4[N:7]5[N:8]=[CH:9][CH:10]=[CH:11][C:6]5=[N:5][CH:4]=4)[CH:36]=3)[CH:18]=[CH:19][C:20]=2[CH2:21][N:22]2[CH2:23][CH2:24][N:25]([CH3:28])[CH2:26][CH2:27]2)[CH2:14][CH2:13]1, predict the reactants needed to synthesize it. The reactants are: [C:1]([C:3]1[N:7]2[N:8]=[CH:9][CH:10]=[CH:11][C:6]2=[N:5][CH:4]=1)#[CH:2].[CH:12]1([C:15]2[CH:16]=[C:17]([NH:29][C:30](=[O:39])[C:31]3[CH:36]=[CH:35][C:34]([CH3:37])=[C:33](I)[CH:32]=3)[CH:18]=[CH:19][C:20]=2[CH2:21][N:22]2[CH2:27][CH2:26][N:25]([CH3:28])[CH2:24][CH2:23]2)[CH2:14][CH2:13]1. (5) Given the product [F:2][C:3]1[CH:4]=[C:5]([S:9]([C:12]2[CH:13]=[C:14]3[C:19](=[CH:20][CH:21]=2)[C@H:18]([CH2:22][NH:23][S:25]([CH3:24])(=[O:27])=[O:26])[CH2:17][CH2:16][CH2:15]3)(=[O:11])=[O:10])[CH:6]=[CH:7][CH:8]=1, predict the reactants needed to synthesize it. The reactants are: Cl.[F:2][C:3]1[CH:4]=[C:5]([S:9]([C:12]2[CH:13]=[C:14]3[C:19](=[CH:20][CH:21]=2)[CH:18]([CH2:22][NH2:23])[CH2:17][CH2:16][CH2:15]3)(=[O:11])=[O:10])[CH:6]=[CH:7][CH:8]=1.[CH3:24][S:25](Cl)(=[O:27])=[O:26]. (6) Given the product [Cl:25][C:2]1[C:6]([C:7]([O:9][CH3:10])=[O:8])=[CH:5][N:4]([C:12]2[S:16][C:15]([C:17]([F:20])([F:19])[F:18])=[N:14][CH:13]=2)[N:3]=1, predict the reactants needed to synthesize it. The reactants are: N[C:2]1[C:6]([C:7]([O:9][CH2:10]C)=[O:8])=[CH:5][N:4]([C:12]2[S:16][C:15]([C:17]([F:20])([F:19])[F:18])=[N:14][CH:13]=2)[N:3]=1.N([O-])=O.[Na+].[ClH:25]. (7) Given the product [NH2:19][C:16]1[CH:17]=[CH:18][C:13]([C:11](=[O:12])[C:10]2[CH:22]=[CH:23][C:7]([F:6])=[CH:8][CH:9]=2)=[CH:14][CH:15]=1, predict the reactants needed to synthesize it. The reactants are: O.O.[Sn](Cl)Cl.[F:6][C:7]1[CH:23]=[CH:22][C:10]([C:11]([C:13]2[CH:18]=[CH:17][C:16]([N+:19]([O-])=O)=[CH:15][CH:14]=2)=[O:12])=[CH:9][CH:8]=1. (8) Given the product [CH:8]1([CH3:15])[CH2:9][CH2:10][CH:11]([CH:12]([CH3:13])[CH3:14])[CH:6]([OH:5])[CH2:7]1, predict the reactants needed to synthesize it. The reactants are: CO.C([O:5][CH:6]1[CH:11]([CH:12]([CH3:14])[CH3:13])[CH2:10][CH2:9][CH:8]([CH3:15])[CH2:7]1)=C.